From a dataset of Reaction yield outcomes from USPTO patents with 853,638 reactions. Predict the reaction yield, written as a fraction of the theoretical maximum amount of product (1.0 means a 100% yield; for example, 0.34 means a 34% yield). (1) The reactants are [C:1]([O:4][C@@H:5]1[C@H:9]([CH2:10][CH2:11][CH2:12][CH2:13][CH2:14][CH2:15][C:16]([O:18][CH3:19])=[O:17])[C@@H:8](/[CH:20]=[CH:21]/[C:22](=[O:30])[C:23]([F:29])([F:28])[CH2:24][CH2:25][CH2:26][CH3:27])[C@H:7]([O:31][CH:32]2[CH2:37][CH2:36][CH2:35][CH2:34][O:33]2)[CH2:6]1)(=[O:3])[CH3:2]. The catalyst is C(OCC)(=O)C.[Pd]. The product is [C:1]([O:4][C@@H:5]1[C@H:9]([CH2:10][CH2:11][CH2:12][CH2:13][CH2:14][CH2:15][C:16]([O:18][CH3:19])=[O:17])[C@@H:8]([CH2:20][CH2:21][C:22](=[O:30])[C:23]([F:28])([F:29])[CH2:24][CH2:25][CH2:26][CH3:27])[C@H:7]([O:31][CH:32]2[CH2:37][CH2:36][CH2:35][CH2:34][O:33]2)[CH2:6]1)(=[O:3])[CH3:2]. The yield is 0.998. (2) The reactants are [CH2:1]([O:3][C:4](=[O:11])[CH:5]([NH2:10])[C:6]([F:9])([F:8])[F:7])[CH3:2].[C:12]1([CH3:24])[CH:17]=[C:16]([CH3:18])[CH:15]=[C:14]([CH3:19])[C:13]=1[S:20](Cl)(=[O:22])=[O:21].S(Cl)(Cl)(=O)=O. The catalyst is N1C=CC=CC=1.Cl. The product is [CH2:1]([O:3][C:4](=[O:11])[CH:5]([NH:10][S:20]([C:13]1[C:14]([CH3:19])=[CH:15][C:16]([CH3:18])=[CH:17][C:12]=1[CH3:24])(=[O:22])=[O:21])[C:6]([F:7])([F:8])[F:9])[CH3:2]. The yield is 0.250. (3) The reactants are [CH:1]([C:4]1[CH:8]=[C:7]([NH2:9])[N:6]([C:10]2[CH:11]=[N:12][CH:13]=[CH:14][CH:15]=2)[N:5]=1)([CH3:3])[CH3:2].C(=O)([O-])[O-].[K+].[K+].Cl[C:23]([O:25][C:26]1[CH:31]=[CH:30][CH:29]=[CH:28][CH:27]=1)=[O:24]. The catalyst is C(Cl)Cl. The product is [CH:1]([C:4]1[CH:8]=[C:7]([NH:9][C:23](=[O:24])[O:25][C:26]2[CH:31]=[CH:30][CH:29]=[CH:28][CH:27]=2)[N:6]([C:10]2[CH:11]=[N:12][CH:13]=[CH:14][CH:15]=2)[N:5]=1)([CH3:3])[CH3:2]. The yield is 0.760. (4) The reactants are [NH2:1][N:2]1[C:11]2[C:6](=[CH:7][CH:8]=[CH:9][CH:10]=2)[C:5]([OH:12])=[C:4]([C:13]2[NH:18][C:17]3[CH:19]=[CH:20][C:21]([O:23][CH2:24][C:25]4[CH:30]=[CH:29][CH:28]=[CH:27][CH:26]=4)=[CH:22][C:16]=3[S:15](=[O:32])(=[O:31])[N:14]=2)[C:3]1=[O:33]. The catalyst is CN(C)C(=O)C. The product is [CH2:24]([O:23][C:21]1[CH:20]=[CH:19][C:17]2[NH:18][C:13]([C:4]3[C:3](=[O:33])[N:2]([N:1]=[CH:3][CH2:4][CH2:5][CH3:6])[C:11]4[C:6]([C:5]=3[OH:12])=[CH:7][CH:8]=[CH:9][CH:10]=4)=[N:14][S:15](=[O:32])(=[O:31])[C:16]=2[CH:22]=1)[C:25]1[CH:26]=[CH:27][CH:28]=[CH:29][CH:30]=1. The yield is 0.800. (5) The reactants are [Cl:1][C:2]1[CH:7]=[C:6]([N+:8]([O-:10])=[O:9])[CH:5]=[CH:4][C:3]=1[OH:11].[F:12][C:13]1[CH:14]=[C:15]([CH:18]=[CH:19][CH:20]=1)[CH2:16]Br.C(#N)C.C(=O)([O-])[O-].[K+].[K+]. The catalyst is O. The product is [F:12][C:13]1[CH:14]=[C:15]([CH:18]=[CH:19][CH:20]=1)[CH2:16][O:11][C:3]1[CH:4]=[CH:5][C:6]([N+:8]([O-:10])=[O:9])=[CH:7][C:2]=1[Cl:1]. The yield is 0.950. (6) The reactants are [C:1]1([C:7]2[CH:8]=[C:9]([OH:13])[CH:10]=[CH:11][CH:12]=2)[CH:6]=[CH:5][CH:4]=[CH:3][CH:2]=1.C1(=O)O[CH2:17][CH2:16][O:15]1. The catalyst is CN(C=O)C. The product is [C:1]1([C:7]2[CH:8]=[C:9]([CH:10]=[CH:11][CH:12]=2)[O:13][CH2:17][CH2:16][OH:15])[CH:2]=[CH:3][CH:4]=[CH:5][CH:6]=1. The yield is 0.860. (7) The reactants are [CH2:1]([C:3]1[N:7]([C:8]2[N:16]=[C:15]3[C:11]([N:12]=[C:13]([CH:18]=O)[N:14]3[CH3:17])=[C:10]([N:20]3[CH2:25][CH2:24][O:23][CH2:22][CH2:21]3)[N:9]=2)[C:6]2[CH:26]=[CH:27][CH:28]=[CH:29][C:5]=2[N:4]=1)[CH3:2].[NH:30]1[CH2:33][CH:32]([N:34]2[CH2:39][CH2:38][CH:37]([OH:40])[CH2:36][CH2:35]2)[CH2:31]1.C(O[BH-](OC(=O)C)OC(=O)C)(=O)C.[Na+]. The catalyst is ClCCCl. The product is [CH2:1]([C:3]1[N:7]([C:8]2[N:16]=[C:15]3[C:11]([N:12]=[C:13]([CH2:18][N:30]4[CH2:33][CH:32]([N:34]5[CH2:39][CH2:38][CH:37]([OH:40])[CH2:36][CH2:35]5)[CH2:31]4)[N:14]3[CH3:17])=[C:10]([N:20]3[CH2:21][CH2:22][O:23][CH2:24][CH2:25]3)[N:9]=2)[C:6]2[CH:26]=[CH:27][CH:28]=[CH:29][C:5]=2[N:4]=1)[CH3:2]. The yield is 0.550. (8) The reactants are Cl[C:2]1[C:11]([CH:12]=[O:13])=[CH:10][C:9]2[C:4](=[CH:5][CH:6]=[C:7]([CH3:14])[CH:8]=2)[N:3]=1.[CH2:15]([NH2:17])[CH3:16].Cl.C([O-])(O)=O.[Na+]. The catalyst is O1CCOCC1.C1COCC1. The product is [CH2:15]([NH:17][C:2]1[C:11]([CH:12]=[O:13])=[CH:10][C:9]2[C:4](=[CH:5][CH:6]=[C:7]([CH3:14])[CH:8]=2)[N:3]=1)[CH3:16]. The yield is 0.540.